This data is from NCI-60 drug combinations with 297,098 pairs across 59 cell lines. The task is: Regression. Given two drug SMILES strings and cell line genomic features, predict the synergy score measuring deviation from expected non-interaction effect. (1) Synergy scores: CSS=51.8, Synergy_ZIP=-6.11, Synergy_Bliss=-4.08, Synergy_Loewe=-6.98, Synergy_HSA=-2.31. Drug 1: CCC1(CC2CC(C3=C(CCN(C2)C1)C4=CC=CC=C4N3)(C5=C(C=C6C(=C5)C78CCN9C7C(C=CC9)(C(C(C8N6C)(C(=O)OC)O)OC(=O)C)CC)OC)C(=O)OC)O.OS(=O)(=O)O. Cell line: SK-MEL-5. Drug 2: CC1C(C(CC(O1)OC2CC(CC3=C2C(=C4C(=C3O)C(=O)C5=C(C4=O)C(=CC=C5)OC)O)(C(=O)CO)O)N)O.Cl. (2) Drug 1: C1CCC(C1)C(CC#N)N2C=C(C=N2)C3=C4C=CNC4=NC=N3. Drug 2: C1=NC2=C(N=C(N=C2N1C3C(C(C(O3)CO)O)F)Cl)N. Cell line: BT-549. Synergy scores: CSS=8.64, Synergy_ZIP=-2.10, Synergy_Bliss=-4.46, Synergy_Loewe=-38.8, Synergy_HSA=-6.63. (3) Drug 1: CC1=C(N=C(N=C1N)C(CC(=O)N)NCC(C(=O)N)N)C(=O)NC(C(C2=CN=CN2)OC3C(C(C(C(O3)CO)O)O)OC4C(C(C(C(O4)CO)O)OC(=O)N)O)C(=O)NC(C)C(C(C)C(=O)NC(C(C)O)C(=O)NCCC5=NC(=CS5)C6=NC(=CS6)C(=O)NCCC[S+](C)C)O. Drug 2: C1CC(=O)NC(=O)C1N2C(=O)C3=CC=CC=C3C2=O. Cell line: NCI/ADR-RES. Synergy scores: CSS=44.1, Synergy_ZIP=1.80, Synergy_Bliss=-0.313, Synergy_Loewe=-22.4, Synergy_HSA=-1.50. (4) Synergy scores: CSS=28.4, Synergy_ZIP=9.91, Synergy_Bliss=14.0, Synergy_Loewe=5.32, Synergy_HSA=11.9. Cell line: OVCAR3. Drug 2: CC1CC2C3CCC4=CC(=O)C=CC4(C3(C(CC2(C1(C(=O)CO)O)C)O)F)C. Drug 1: C1CC2CC3=C(CC1C24CN(S(=O)(=O)N4)CC(F)(F)F)C=CC(=C3)C=CCN5CCC(CC5)C(F)(F)F. (5) Drug 1: C1=C(C(=O)NC(=O)N1)N(CCCl)CCCl. Drug 2: C1=NC2=C(N=C(N=C2N1C3C(C(C(O3)CO)O)F)Cl)N. Cell line: HCT116. Synergy scores: CSS=41.8, Synergy_ZIP=-7.51, Synergy_Bliss=-6.74, Synergy_Loewe=-11.6, Synergy_HSA=-4.09. (6) Drug 1: COC1=CC(=CC(=C1O)OC)C2C3C(COC3=O)C(C4=CC5=C(C=C24)OCO5)OC6C(C(C7C(O6)COC(O7)C8=CC=CS8)O)O. Drug 2: CCCCCOC(=O)NC1=NC(=O)N(C=C1F)C2C(C(C(O2)C)O)O. Cell line: MDA-MB-435. Synergy scores: CSS=7.79, Synergy_ZIP=-1.68, Synergy_Bliss=7.32, Synergy_Loewe=-7.41, Synergy_HSA=3.42. (7) Cell line: MCF7. Drug 2: CC1C(C(=O)NC(C(=O)N2CCCC2C(=O)N(CC(=O)N(C(C(=O)O1)C(C)C)C)C)C(C)C)NC(=O)C3=C4C(=C(C=C3)C)OC5=C(C(=O)C(=C(C5=N4)C(=O)NC6C(OC(=O)C(N(C(=O)CN(C(=O)C7CCCN7C(=O)C(NC6=O)C(C)C)C)C)C(C)C)C)N)C. Drug 1: CC1OCC2C(O1)C(C(C(O2)OC3C4COC(=O)C4C(C5=CC6=C(C=C35)OCO6)C7=CC(=C(C(=C7)OC)O)OC)O)O. Synergy scores: CSS=29.3, Synergy_ZIP=-0.781, Synergy_Bliss=1.44, Synergy_Loewe=1.05, Synergy_HSA=1.13. (8) Drug 1: CC1=C2C(C(=O)C3(C(CC4C(C3C(C(C2(C)C)(CC1OC(=O)C(C(C5=CC=CC=C5)NC(=O)OC(C)(C)C)O)O)OC(=O)C6=CC=CC=C6)(CO4)OC(=O)C)O)C)O. Drug 2: C1=NC2=C(N1)C(=S)N=CN2. Cell line: ACHN. Synergy scores: CSS=30.3, Synergy_ZIP=10.9, Synergy_Bliss=16.3, Synergy_Loewe=-23.0, Synergy_HSA=2.61.